Task: Predict which catalyst facilitates the given reaction.. Dataset: Catalyst prediction with 721,799 reactions and 888 catalyst types from USPTO (1) Reactant: [O:1]=[CH:2][C@@H:3]([C@H:5]([C@@H:7]([C@@H:9]([CH2:11][OH:12])[OH:10])[OH:8])[OH:6])[OH:4].C(O)[C@H]1OC(O)[C@H](O)[C@@H](O)[C@@H]1O.[OH2:25].OCC([C@H]([C@@H]([C@@H](CO)O)O)O)=O.OC1O[C@H](CO)[C@@H](O[C@@H]2O[C@H](CO)[C@H](O)[C@H](O)[C@H]2O)[C@H](O)[C@H]1O.C(O)[C@H]1O[C@H](O[C@@H]([C@H](O)[C@@H](O)CO)[C@H](O)CO)[C@H](O)[C@@H](O)[C@@H]1O.C(O)[C@@H]([C@H]([C@@H](CO)O)O)O.OC[C@@H]([C@H]([C@@H]([C@@H](CO)O)O)O)O.C(O)[C@H]([C@H]([C@@H]([C@@H](CO)O)O)O)O.C(O)[C@@H]([C@@H](CO)O)O. Product: [O:1]=[CH:2][C@@H:3]([C@H:5]([C@@H:7]([C@@H:9]([CH2:11][OH:12])[OH:10])[OH:8])[OH:6])[OH:4].[OH2:25]. The catalyst class is: 6. (2) Reactant: [CH3:1][S:2]([C:5]1[CH:10]=[CH:9][C:8]([C:11]2[S:15][C:14]([NH2:16])=[N:13][C:12]=2[CH3:17])=[CH:7][C:6]=1[C:18]([F:21])([F:20])[F:19])(=[O:4])=[O:3].CN(C(ON1N=NC2C=CC=NC1=2)=[N+](C)C)C.F[P-](F)(F)(F)(F)F.[CH3:46][O:47][CH2:48][C:49](O)=[O:50].CCN(C(C)C)C(C)C. Product: [CH3:1][S:2]([C:5]1[CH:10]=[CH:9][C:8]([C:11]2[S:15][C:14]([NH:16][C:49](=[O:50])[CH2:48][O:47][CH3:46])=[N:13][C:12]=2[CH3:17])=[CH:7][C:6]=1[C:18]([F:21])([F:20])[F:19])(=[O:3])=[O:4]. The catalyst class is: 3. (3) Reactant: [CH:1]1[CH:2]=[C:3]([CH2:6][NH:7][C:8]2[C:13]([C:14]([OH:16])=[O:15])=[CH:12][C:11]([S:17]([NH2:20])(=[O:19])=[O:18])=[C:10]([Cl:21])[CH:9]=2)[O:4][CH:5]=1.[CH3:22][O:23][C:24]1[CH:31]=[CH:30][C:27]([CH2:28]Cl)=[CH:26][CH:25]=1.C(N(CC)CC)C. Product: [NH2:20][S:17]([C:11]1[C:10]([Cl:21])=[CH:9][C:8]([NH:7][CH2:6][C:3]2[O:4][CH:5]=[CH:1][CH:2]=2)=[C:13]([CH:12]=1)[C:14]([O:16][CH2:28][C:27]1[CH:30]=[CH:31][C:24]([O:23][CH3:22])=[CH:25][CH:26]=1)=[O:15])(=[O:19])=[O:18]. The catalyst class is: 9. (4) Reactant: [CH:1]1[C:6]2[S:7][C:8]3[C:9]4[C:14]([N:15]=[C:16]5[C:21]=3[CH:20]=[CH:19][CH:18]=[CH:17]5)=[CH:13][CH:12]=[CH:11][C:10]=4[C:5]=2[CH:4]=[CH:3][CH:2]=1.IC.[Cl:24][CH2:25]Cl. Product: [Cl-:24].[CH3:25][N+:15]1[C:14]2[C:9]3=[C:10]([C:5]4[CH:4]=[CH:3][CH:2]=[CH:1][C:6]=4[S:7][C:8]3=[C:21]3[C:16]=1[CH:17]=[CH:18][CH:19]=[CH:20]3)[CH:11]=[CH:12][CH:13]=2. The catalyst class is: 5. (5) Reactant: [Cl:1][C:2]1[CH:3]=[C:4]([CH:8]=[CH:9][CH:10]=1)[C:5](Cl)=[O:6].[C:11](#[N:13])C. Product: [Cl:1][C:2]1[CH:3]=[C:4]([C:5](=[O:6])[C:11]#[N:13])[CH:8]=[CH:9][CH:10]=1. The catalyst class is: 11. (6) Reactant: [CH3:1][C:2]1[C:3]([C:8]([O:10][CH3:11])=[O:9])=[N:4][CH:5]=[CH:6][CH:7]=1.[ClH:12]. Product: [ClH:12].[CH3:1][CH:2]1[CH2:7][CH2:6][CH2:5][NH:4][CH:3]1[C:8]([O:10][CH3:11])=[O:9]. The catalyst class is: 19. (7) Reactant: [C:1]1([NH:7][C:8]2[CH:9]=[C:10]3C=CN[C:11]3=[N:12][CH:13]=2)[CH:6]=[CH:5][CH:4]=[CH:3][CH:2]=1.[OH-].[K+].[F:19][C:20]1[C:25]([CH:26]=[O:27])=[C:24]([F:28])[CH:23]=[CH:22][C:21]=1[NH:29][S:30]([CH2:33][CH2:34][CH3:35])(=[O:32])=[O:31]. Product: [F:19][C:20]1[C:25]([CH:26]([OH:27])[C:10]2[CH2:11][NH:12][CH:13]=[C:8]([NH:7][C:1]3[CH:6]=[CH:5][CH:4]=[CH:3][CH:2]=3)[CH:9]=2)=[C:24]([F:28])[CH:23]=[CH:22][C:21]=1[NH:29][S:30]([CH2:33][CH2:34][CH3:35])(=[O:32])=[O:31]. The catalyst class is: 5.